From a dataset of Full USPTO retrosynthesis dataset with 1.9M reactions from patents (1976-2016). Predict the reactants needed to synthesize the given product. Given the product [F:18][C:2]([F:1])([F:17])[C:3]1[CH:4]=[CH:5][C:6]([O:9][C:10]2[CH:11]=[CH:12][C:13]([O:16][C:25](=[O:26])[N:24]([C:20]([CH3:23])([CH3:22])[CH3:21])[CH3:33])=[CH:14][CH:15]=2)=[N:7][CH:8]=1, predict the reactants needed to synthesize it. The reactants are: [F:1][C:2]([F:18])([F:17])[C:3]1[CH:4]=[CH:5][C:6]([O:9][C:10]2[CH:15]=[CH:14][C:13]([OH:16])=[CH:12][CH:11]=2)=[N:7][CH:8]=1.[I-].[C:20]([N:24]([CH3:33])[C:25](N1C=C[N+](C)=C1)=[O:26])([CH3:23])([CH3:22])[CH3:21].